This data is from Catalyst prediction with 721,799 reactions and 888 catalyst types from USPTO. The task is: Predict which catalyst facilitates the given reaction. (1) Reactant: [C:1]([N:4]1[CH2:8][CH2:7][CH2:6][C@H:5]1[C:9]([O:11][C:12]([CH3:15])([CH3:14])[CH3:13])=[O:10])(=[S:3])[NH2:2].C([O-])(=O)C.[Na+].Br[CH:22]([CH:25]=O)[CH:23]=[O:24]. Product: [CH:23]([C:22]1[S:3][C:1]([N:4]2[CH2:8][CH2:7][CH2:6][C@H:5]2[C:9]([O:11][C:12]([CH3:15])([CH3:14])[CH3:13])=[O:10])=[N:2][CH:25]=1)=[O:24]. The catalyst class is: 559. (2) Reactant: [NH2:1][C:2]1[C:7]([F:8])=[CH:6][N:5]=[C:4]([OH:9])[N:3]=1.[C:10]([O-])([O-])=O.[K+].[K+].CS(OC)(=O)=O. Product: [NH2:1][C:2]1[C:7]([F:8])=[CH:6][N:5]([CH3:10])[C:4](=[O:9])[N:3]=1. The catalyst class is: 3. (3) Reactant: [F:1][C:2]1[CH:21]=[C:20]([N+:22]([O-:24])=[O:23])[CH:19]=[CH:18][C:3]=1[O:4][C:5]1[C:14]2[C:9](=[CH:10][C:11]([OH:17])=[C:12]([O:15][CH3:16])[CH:13]=2)[N:8]=[CH:7][CH:6]=1.C(=O)([O-])[O-].[K+].[K+].Cl[CH2:32][CH2:33][CH2:34][N:35]1[CH2:40][CH2:39][O:38][CH2:37][CH2:36]1.O. Product: [F:1][C:2]1[CH:21]=[C:20]([N+:22]([O-:24])=[O:23])[CH:19]=[CH:18][C:3]=1[O:4][C:5]1[C:14]2[C:9](=[CH:10][C:11]([O:17][CH2:32][CH2:33][CH2:34][N:35]3[CH2:40][CH2:39][O:38][CH2:37][CH2:36]3)=[C:12]([O:15][CH3:16])[CH:13]=2)[N:8]=[CH:7][CH:6]=1. The catalyst class is: 9.